Dataset: Forward reaction prediction with 1.9M reactions from USPTO patents (1976-2016). Task: Predict the product of the given reaction. Given the reactants [CH3:1][NH:2][N:3]=[CH:4][C:5](=[O:7])[CH3:6].O=[C:9]([C:12]1[CH:17]=[CH:16][CH:15]=[C:14]([C:18]([F:21])([F:20])[F:19])[CH:13]=1)[CH:10]=[O:11].C(Cl)(Cl)Cl.CO, predict the reaction product. The product is: [OH:11][C:10]1[C:4]([C:5](=[O:7])[CH3:6])=[N:3][N:2]([CH3:1])[C:9]=1[C:12]1[CH:17]=[CH:16][CH:15]=[C:14]([C:18]([F:21])([F:20])[F:19])[CH:13]=1.